Predict which catalyst facilitates the given reaction. From a dataset of Catalyst prediction with 721,799 reactions and 888 catalyst types from USPTO. (1) Reactant: C([O:3][C:4]([C:6]1[CH:7]=[N:8][C:9]2[C:14]([CH:15]=1)=[C:13]([Cl:16])[CH:12]=[C:11]([Cl:17])[C:10]=2[O:18][CH3:19])=O)C.O.[NH2:21][NH2:22]. Product: [Cl:16][C:13]1[CH:12]=[C:11]([Cl:17])[C:10]([O:18][CH3:19])=[C:9]2[C:14]=1[CH:15]=[C:6]([C:4]([NH:21][NH2:22])=[O:3])[CH:7]=[N:8]2. The catalyst class is: 8. (2) Reactant: [CH2:1]([O:3][C:4](=[O:32])[CH2:5][CH2:6][CH2:7][N:8]1[C:12](=[O:13])[C:11]2([CH2:18][CH2:17][N:16](C(OC(C)(C)C)=O)[CH2:15][CH2:14]2)[N:10]([C:26]2[CH:31]=[CH:30][CH:29]=[CH:28][CH:27]=2)[CH2:9]1)[CH3:2].Cl. Product: [O:13]=[C:12]1[C:11]2([CH2:14][CH2:15][NH:16][CH2:17][CH2:18]2)[N:10]([C:26]2[CH:31]=[CH:30][CH:29]=[CH:28][CH:27]=2)[CH2:9][N:8]1[CH2:7][CH2:6][CH2:5][C:4]([O:3][CH2:1][CH3:2])=[O:32]. The catalyst class is: 12. (3) Reactant: [Cl:1][C:2]1[CH:7]=[C:6]([C:8]2[N:13]=[N:12][C:11]([O:14][CH2:15][C:16]3[CH:21]=[CH:20][C:19]([CH:22](OC)[O:23]C)=[CH:18][CH:17]=3)=[N:10][CH:9]=2)[CH:5]=[C:4]([Cl:27])[C:3]=1[OH:28].C(O)C. Product: [Cl:27][C:4]1[CH:5]=[C:6]([C:8]2[N:13]=[N:12][C:11]([O:14][CH2:15][C:16]3[CH:21]=[CH:20][C:19]([CH:22]=[O:23])=[CH:18][CH:17]=3)=[N:10][CH:9]=2)[CH:7]=[C:2]([Cl:1])[C:3]=1[OH:28]. The catalyst class is: 33. (4) The catalyst class is: 421. Product: [C:16]1([CH2:15][CH2:14][C@H:10]2[CH2:9][NH:8][CH2:13][CH2:12][NH:11]2)[C:25]2[C:20](=[CH:21][CH:22]=[CH:23][CH:24]=2)[CH:19]=[CH:18][CH:17]=1. Reactant: C([N:8]1[CH2:13][CH2:12][NH:11][C@@H:10]([CH2:14][CH2:15][C:16]2[C:25]3[C:20](=[CH:21][CH:22]=[CH:23][CH:24]=3)[CH:19]=[CH:18][CH:17]=2)[CH2:9]1)C1C=CC=CC=1.C([O-])=O.[NH4+]. (5) Reactant: [Br:1][C:2]1[CH:7]=[CH:6][C:5](Br)=[CH:4][N:3]=1.C([Mg]Cl)(C)C.[CH:14](=[O:18])[CH:15]([CH3:17])[CH3:16]. Product: [CH3:16][CH:15]([CH3:17])[CH:14]([C:5]1[CH:6]=[CH:7][C:2]([Br:1])=[N:3][CH:4]=1)[OH:18]. The catalyst class is: 1. (6) Reactant: S(Cl)([Cl:3])=O.[Cl:5][C:6]1[CH:7]=[C:8]([N:13]2[C:21]3[CH2:20][CH2:19][CH2:18][CH:17]([CH2:22][CH2:23]O)[C:16]=3[CH:15]=[N:14]2)[CH:9]=[CH:10][C:11]=1[Cl:12]. Product: [Cl:3][CH2:23][CH2:22][CH:17]1[CH2:18][CH2:19][CH2:20][C:21]2[N:13]([C:8]3[CH:9]=[CH:10][C:11]([Cl:12])=[C:6]([Cl:5])[CH:7]=3)[N:14]=[CH:15][C:16]1=2. The catalyst class is: 133.